This data is from Experimental lipophilicity measurements (octanol/water distribution) for 4,200 compounds from AstraZeneca. The task is: Regression/Classification. Given a drug SMILES string, predict its absorption, distribution, metabolism, or excretion properties. Task type varies by dataset: regression for continuous measurements (e.g., permeability, clearance, half-life) or binary classification for categorical outcomes (e.g., BBB penetration, CYP inhibition). For this dataset (lipophilicity_astrazeneca), we predict Y. (1) The molecule is O=C(NCC12CC3CC(CC(C3)C1)C2)c1cc(CN2CCNCC2)ccc1Cl. The Y is 1.84 logD. (2) The molecule is CN1C(=O)NC(=O)C(C)(C2=CCCCC2)C1=O. The Y is 1.50 logD. (3) The drug is NC(=O)c1ccccc1OCc1ccccc1. The Y is 2.50 logD. (4) The compound is COc1cc2ncnc(Nc3cc(NC(=O)c4cccc(N(C)C)c4)ccc3Cl)c2cc1OC. The Y is 4.26 logD.